From a dataset of Catalyst prediction with 721,799 reactions and 888 catalyst types from USPTO. Predict which catalyst facilitates the given reaction. (1) Reactant: [F:1][C:2]1[C:7]([CH:8]=[O:9])=[C:6]([O:10]C)[C:5]([O:12]C)=[CH:4][CH:3]=1.B(Br)(Br)Br.O(CC)CC.Cl. Product: [F:1][C:2]1[C:7]([CH:8]=[O:9])=[C:6]([OH:10])[C:5]([OH:12])=[CH:4][CH:3]=1. The catalyst class is: 4. (2) Reactant: [NH:1]1[CH2:6][CH2:5][CH:4]([C:7]2[CH:12]=[CH:11][C:10]([NH:13][C:14]3[N:19]=[C:18]([CH2:20][CH2:21][C:22]4[CH:27]=[CH:26][CH:25]=[CH:24][C:23]=4[CH2:28][C:29]([NH2:31])=[O:30])[C:17]([C:32]([F:35])([F:34])[F:33])=[CH:16][N:15]=3)=[C:9]([O:36][C:37]([F:40])([F:39])[F:38])[CH:8]=2)[CH2:3][CH2:2]1.C=O.[C:43](O[BH-](OC(=O)C)OC(=O)C)(=O)C.[Na+]. Product: [CH3:43][N:1]1[CH2:6][CH2:5][CH:4]([C:7]2[CH:12]=[CH:11][C:10]([NH:13][C:14]3[N:19]=[C:18]([CH2:20][CH2:21][C:22]4[CH:27]=[CH:26][CH:25]=[CH:24][C:23]=4[CH2:28][C:29]([NH2:31])=[O:30])[C:17]([C:32]([F:34])([F:35])[F:33])=[CH:16][N:15]=3)=[C:9]([O:36][C:37]([F:38])([F:40])[F:39])[CH:8]=2)[CH2:3][CH2:2]1. The catalyst class is: 100. (3) Reactant: [OH:1][N:2]1[C:6](=[O:7])[CH2:5][CH2:4][C:3]1=[O:8].[CH:9]1([C:12](O)=[O:13])[CH2:11][CH2:10]1.C(Cl)CCl.CCN(CC)CC. Product: [CH:9]1([C:12]([O:1][N:2]2[C:6](=[O:7])[CH2:5][CH2:4][C:3]2=[O:8])=[O:13])[CH2:11][CH2:10]1. The catalyst class is: 2. (4) Reactant: [NH2:1][C:2]1[C:7]([C:8]#[N:9])=[C:6](SC)[C:5]([C:12]#[N:13])=[C:4]([S:14][CH2:15][C:16]2[N:17]=[C:18]([C:21]3[CH:26]=[CH:25][C:24]([Cl:27])=[CH:23][CH:22]=3)[S:19][CH:20]=2)[N:3]=1.[OH:28][CH:29]1[CH2:34][CH2:33][NH:32][CH2:31][CH2:30]1.[Cl-].[NH4+].C(OCC)(=O)C. Product: [NH2:1][C:2]1[C:7]([C:8]#[N:9])=[C:6]([N:32]2[CH2:33][CH2:34][CH:29]([OH:28])[CH2:30][CH2:31]2)[C:5]([C:12]#[N:13])=[C:4]([S:14][CH2:15][C:16]2[N:17]=[C:18]([C:21]3[CH:22]=[CH:23][C:24]([Cl:27])=[CH:25][CH:26]=3)[S:19][CH:20]=2)[N:3]=1. The catalyst class is: 21. (5) Reactant: Br[C:2]1[CH:7]=[CH:6][C:5]([C:8]2[CH2:13][CH2:12][N:11]([CH2:14][C:15]3[CH:20]=[CH:19][CH:18]=[CH:17][CH:16]=3)[CH2:10][CH:9]=2)=[CH:4][CH:3]=1.[Li]CCCC.[C:26](=O)([O:30]CC)[O:27][CH2:28][CH3:29]. Product: [CH2:14]([N:11]1[CH2:12][CH2:13][C:8]([C:5]2[CH:6]=[CH:7][C:2]([C:26]([O:27][CH2:28][CH3:29])=[O:30])=[CH:3][CH:4]=2)=[CH:9][CH2:10]1)[C:15]1[CH:20]=[CH:19][CH:18]=[CH:17][CH:16]=1. The catalyst class is: 1.